Dataset: Full USPTO retrosynthesis dataset with 1.9M reactions from patents (1976-2016). Task: Predict the reactants needed to synthesize the given product. (1) Given the product [CH2:17]([N:1]1[C:5]2[CH:6]=[CH:7][CH:8]=[CH:9][C:4]=2[N:3]=[CH:2]1)[CH2:18][CH3:19], predict the reactants needed to synthesize it. The reactants are: [N:1]1[C:5]2[CH:6]=[CH:7][CH:8]=[CH:9][C:4]=2[NH:3][CH:2]=1.C(=O)([O-])[O-].[K+].[K+].I[CH2:17][CH2:18][CH3:19]. (2) Given the product [CH:37]1[C:38]2[C:43](=[CH:42][CH:41]=[CH:40][CH:39]=2)[CH:44]=[CH:45][C:36]=1[S:33]([NH:32][CH2:31][C:30]([NH:29][CH:20]([C:21]([N:23]1[CH2:28][CH2:27][CH2:26][CH2:25][CH2:24]1)=[O:22])[CH2:19][CH2:18][NH:17][C:13]([CH:10]1[CH2:11][CH2:12][N:7]([C:4]2[CH:5]=[CH:6][N:1]=[CH:2][CH:3]=2)[CH2:8][CH2:9]1)=[O:14])=[O:46])(=[O:35])=[O:34], predict the reactants needed to synthesize it. The reactants are: [N:1]1[CH:6]=[CH:5][C:4]([N:7]2[CH2:12][CH2:11][CH:10]([C:13](Cl)=[O:14])[CH2:9][CH2:8]2)=[CH:3][CH:2]=1.Cl.[NH2:17][CH2:18][CH2:19][CH:20]([NH:29][C:30](=[O:46])[CH2:31][NH:32][S:33]([C:36]1[CH:45]=[CH:44][C:43]2[C:38](=[CH:39][CH:40]=[CH:41][CH:42]=2)[CH:37]=1)(=[O:35])=[O:34])[C:21]([N:23]1[CH2:28][CH2:27][CH2:26][CH2:25][CH2:24]1)=[O:22]. (3) Given the product [C:8]([N:11]1[C:19]2[C:14](=[CH:15][C:16]([C:20]3[NH:7][C:5]4[N:4]([N:3]=[C:2]([CH3:1])[N:6]=4)[C:22](=[O:23])[CH:21]=3)=[CH:17][CH:18]=2)[CH:13]=[N:12]1)(=[O:10])[CH3:9], predict the reactants needed to synthesize it. The reactants are: [CH3:1][C:2]1[N:6]=[C:5]([NH2:7])[NH:4][N:3]=1.[C:8]([N:11]1[C:19]2[C:14](=[CH:15][C:16]([C:20](=O)[CH2:21][C:22](OCC)=[O:23])=[CH:17][CH:18]=2)[CH:13]=[N:12]1)(=[O:10])[CH3:9].CC1C=CC(S(O)(=O)=O)=CC=1. (4) Given the product [C:23]([C:20]1[CH:21]=[CH:22][C:17]([O:16][CH2:15][C:14]2[CH:13]=[C:12]([NH:11][C:2]3[N:10]=[CH:9][CH:8]=[CH:7][C:3]=3[C:4]([OH:6])=[O:5])[CH:32]=[CH:31][CH:30]=2)=[C:18]([CH2:27][CH2:28][CH3:29])[C:19]=1[OH:26])(=[O:25])[CH3:24], predict the reactants needed to synthesize it. The reactants are: Cl[C:2]1[N:10]=[CH:9][CH:8]=[CH:7][C:3]=1[C:4]([OH:6])=[O:5].[NH2:11][C:12]1[CH:13]=[C:14]([CH:30]=[CH:31][CH:32]=1)[CH2:15][O:16][C:17]1[CH:22]=[CH:21][C:20]([C:23](=[O:25])[CH3:24])=[C:19]([OH:26])[C:18]=1[CH2:27][CH2:28][CH3:29].